The task is: Predict the reaction yield, written as a fraction of the theoretical maximum amount of product (1.0 means a 100% yield; for example, 0.34 means a 34% yield).. This data is from Reaction yield outcomes from USPTO patents with 853,638 reactions. (1) The reactants are Cl[C:2]([F:26])([F:25])[C:3]1[N:8]=[C:7]([CH3:9])[C:6]([C:10]([C:12]2[C:17](=[O:18])[CH2:16][CH2:15][C:14]([CH3:23])([C:19]([O:21][CH3:22])=[O:20])[C:13]=2[OH:24])=[O:11])=[CH:5][CH:4]=1.C[Si]([SiH]([Si](C)(C)C)[Si](C)(C)C)(C)C. The catalyst is C1(C)C=CC=CC=1. The product is [F:26][CH:2]([F:25])[C:3]1[N:8]=[C:7]([CH3:9])[C:6]([C:10]([C:12]2[C:17](=[O:18])[CH2:16][CH2:15][C:14]([CH3:23])([C:19]([O:21][CH3:22])=[O:20])[C:13]=2[OH:24])=[O:11])=[CH:5][CH:4]=1. The yield is 0.730. (2) The reactants are Br[C:2]1[CH:3]=[C:4]([C:20]([O:22][CH3:23])=[O:21])[CH:5]=[C:6]2[C:11]=1[O:10][C:9]([N:12]1[CH2:17][CH2:16][O:15][C@H:14]([CH3:18])[CH2:13]1)=[CH:8][C:7]2=[O:19].C([Sn](CCCC)(CCCC)[C:29]([O:31]CC)=[CH2:30])CCC.Cl. The catalyst is O1CCOCC1.[Pd](Cl)Cl.C1(P(C2C=CC=CC=2)C2C=CC=CC=2)C=CC=CC=1.C1(P(C2C=CC=CC=2)C2C=CC=CC=2)C=CC=CC=1. The product is [C:29]([C:2]1[CH:3]=[C:4]([C:20]([O:22][CH3:23])=[O:21])[CH:5]=[C:6]2[C:11]=1[O:10][C:9]([N:12]1[CH2:17][CH2:16][O:15][C@H:14]([CH3:18])[CH2:13]1)=[CH:8][C:7]2=[O:19])(=[O:31])[CH3:30]. The yield is 0.880. (3) The reactants are [CH2:1]([NH2:17])[CH2:2][CH2:3][CH2:4][CH2:5][CH2:6][CH2:7][CH2:8][CH2:9][CH2:10][CH2:11][CH2:12][CH2:13][CH2:14][CH2:15][CH3:16].[S:18](N)([NH2:21])(=[O:20])=[O:19]. No catalyst specified. The product is [CH2:1]([NH:17][S:18]([NH2:21])(=[O:20])=[O:19])[CH2:2][CH2:3][CH2:4][CH2:5][CH2:6][CH2:7][CH2:8][CH2:9][CH2:10][CH2:11][CH2:12][CH2:13][CH2:14][CH2:15][CH3:16]. The yield is 0.160. (4) The yield is 0.240. The reactants are [N:1]1[CH:6]=[CH:5][CH:4]=[CH:3][C:2]=1[C:7]1[N:11]=[C:10]([C:12]2[CH:17]=[C:16]([OH:18])[CH:15]=[C:14]([C:19]#[N:20])[CH:13]=2)[O:9][N:8]=1.[C:21](=O)([O-])[O-].[K+].[K+].Cl.[CH3:28][N:29]([CH3:34])[CH:30](C)[CH2:31]Cl. The product is [N:1]1[CH:6]=[CH:5][CH:4]=[CH:3][C:2]=1[C:7]1[N:11]=[C:10]([C:12]2[CH:17]=[C:16]([O:18][CH2:21][CH2:31][CH2:30][N:29]([CH3:34])[CH3:28])[CH:15]=[C:14]([C:19]#[N:20])[CH:13]=2)[O:9][N:8]=1. The catalyst is CN(C)C=O. (5) The reactants are [Cl:1][C:2]1[CH:3]=[C:4]([C@H:8]([N:18]2C(=O)C3C(=CC=CC=3)C2=O)[CH2:9][NH:10][C:11](=[O:17])[O:12][C:13]([CH3:16])([CH3:15])[CH3:14])[CH:5]=[CH:6][CH:7]=1.O.NN. The catalyst is C(O)C. The product is [NH2:18][C@@H:8]([C:4]1[CH:5]=[CH:6][CH:7]=[C:2]([Cl:1])[CH:3]=1)[CH2:9][NH:10][C:11](=[O:17])[O:12][C:13]([CH3:16])([CH3:15])[CH3:14]. The yield is 0.890.